The task is: Predict the reaction yield, written as a fraction of the theoretical maximum amount of product (1.0 means a 100% yield; for example, 0.34 means a 34% yield).. This data is from Reaction yield outcomes from USPTO patents with 853,638 reactions. (1) The reactants are [CH3:1][C:2]1[C:6]([CH2:7][N:8]2[CH:12]=[C:11]([NH:13][C:14]([NH:16][CH2:17][CH2:18][C:19]3[CH:24]=[CH:23][CH:22]=[CH:21][CH:20]=3)=[O:15])[CH:10]=[N:9]2)=[C:5]([CH3:25])[O:4][N:3]=1.[C:26](=[O:31])=[N:27][C:28](Cl)=[O:29]. The catalyst is C1COCC1. The product is [CH3:1][C:2]1[C:6]([CH2:7][N:8]2[CH:12]=[C:11]([N:13]3[C:28](=[O:29])[NH:27][C:26](=[O:31])[N:16]([CH2:17][CH2:18][C:19]4[CH:20]=[CH:21][CH:22]=[CH:23][CH:24]=4)[C:14]3=[O:15])[CH:10]=[N:9]2)=[C:5]([CH3:25])[O:4][N:3]=1. The yield is 0.830. (2) The reactants are Cl[C:2]1[N:11]=[C:10]([NH:12][CH2:13][CH:14]([C:21]2[CH:26]=[CH:25][CH:24]=[CH:23][CH:22]=2)[C:15]2[CH:20]=[CH:19][CH:18]=[CH:17][CH:16]=2)[C:9]2[C:4](=[CH:5][CH:6]=[CH:7][CH:8]=2)[N:3]=1.CC1(C)C(C)(C)OB([C:35]2[CH:36]=[C:37]3[C:41](=[CH:42][CH:43]=2)[N:40]([C:44]([O:46][C:47]([CH3:50])([CH3:49])[CH3:48])=[O:45])[CH2:39][CH2:38]3)O1.C(NC1C2C(=CC=CC=2)N=C(C2SC3C=CC=CC=3C=2)N=1)(C1C=CC=CC=1)C1C=CC=CC=1. The catalyst is C1CCCCC1.CCOC(C)=O. The product is [C:15]1([CH:14]([C:21]2[CH:26]=[CH:25][CH:24]=[CH:23][CH:22]=2)[CH2:13][NH:12][C:10]2[C:9]3[C:4](=[CH:5][CH:6]=[CH:7][CH:8]=3)[N:3]=[C:2]([C:35]3[CH:36]=[C:37]4[C:41](=[CH:42][CH:43]=3)[N:40]([C:44]([O:46][C:47]([CH3:50])([CH3:49])[CH3:48])=[O:45])[CH2:39][CH2:38]4)[N:11]=2)[CH:20]=[CH:19][CH:18]=[CH:17][CH:16]=1. The yield is 0.750. (3) The reactants are [F:1][C:2]([F:36])([F:35])[C:3]1[CH:4]=[C:5]([S:9]([C:12]2[CH:20]=[CH:19][C:18]3[N:17]([CH3:21])[C:16]4[CH2:22][CH:23]5[NH:27][CH:26]([C:15]=4[C:14]=3[C:13]=2C(OC(C)(C)C)=O)[CH2:25][CH2:24]5)(=[O:11])=[O:10])[CH:6]=[CH:7][CH:8]=1.[C:37]([OH:43])([C:39]([F:42])([F:41])[F:40])=[O:38]. No catalyst specified. The product is [F:40][C:39]([F:42])([F:41])[C:37]([OH:43])=[O:38].[F:35][C:2]([F:1])([F:36])[C:3]1[CH:4]=[C:5]([S:9]([C:12]2[CH:13]=[C:14]3[C:18](=[CH:19][CH:20]=2)[N:17]([CH3:21])[C:16]2[CH2:22][CH:23]4[NH:27][CH:26]([C:15]3=2)[CH2:25][CH2:24]4)(=[O:10])=[O:11])[CH:6]=[CH:7][CH:8]=1. The yield is 0.950. (4) The reactants are [C:1]([O:4][CH:5]1[CH2:10][CH:9]([C:11]2[CH:16]=[CH:15][N:14]=[CH:13][C:12]=2[N+:17]([O-])=O)[O:8][CH:7]([CH3:20])[C:6]1([CH2:22][CH3:23])[OH:21])(=[O:3])[CH3:2]. The catalyst is C(O)(=O)C.C(Cl)Cl.CO.[Fe]. The product is [C:1]([O:4][C@@H:5]1[CH2:10][C@H:9]([C:11]2[CH:16]=[CH:15][N:14]=[CH:13][C:12]=2[NH2:17])[O:8][C@H:7]([CH3:20])[C@@:6]1([CH2:22][CH3:23])[OH:21])(=[O:3])[CH3:2].[C:1]([O:4][C@H:5]1[CH2:10][C@@H:9]([C:11]2[CH:16]=[CH:15][N:14]=[CH:13][C:12]=2[NH2:17])[O:8][C@@H:7]([CH3:20])[C@:6]1([CH2:22][CH3:23])[OH:21])(=[O:3])[CH3:2]. The yield is 0.210. (5) The reactants are [C:1]([O:5][C:6](=[O:42])[NH:7][CH2:8][CH2:9][CH2:10][N:11]1[C:20]2[CH:19]=[CH:18][C:17]([Cl:21])=[CH:16][C:15]=2[C:14]2=[N:22][N:23]([CH:35]3[CH2:40][CH2:39][CH2:38][CH2:37][O:36]3)[C:24]([CH2:25][CH2:26][O:27]CC3C=CC=CC=3)=[C:13]2[C:12]1=[O:41])([CH3:4])([CH3:3])[CH3:2]. The catalyst is CCO.[Pd]. The product is [C:1]([O:5][C:6](=[O:42])[NH:7][CH2:8][CH2:9][CH2:10][N:11]1[C:20]2[CH:19]=[CH:18][C:17]([Cl:21])=[CH:16][C:15]=2[C:14]2=[N:22][N:23]([CH:35]3[CH2:40][CH2:39][CH2:38][CH2:37][O:36]3)[C:24]([CH2:25][CH2:26][OH:27])=[C:13]2[C:12]1=[O:41])([CH3:4])([CH3:2])[CH3:3]. The yield is 0.800. (6) The reactants are [CH:1]([O:4][C:5]1[CH:10]=[CH:9][C:8]([C:11]2[N:20]=[C:19](O)[C:18]3[C:13](=[CH:14][C:15]([O:22][CH3:23])=[CH:16][CH:17]=3)[N:12]=2)=[CH:7][CH:6]=1)([CH3:3])[CH3:2].O=P(Cl)(Cl)[Cl:26]. No catalyst specified. The product is [Cl:26][C:19]1[C:18]2[C:13](=[CH:14][C:15]([O:22][CH3:23])=[CH:16][CH:17]=2)[N:12]=[C:11]([C:8]2[CH:9]=[CH:10][C:5]([O:4][CH:1]([CH3:3])[CH3:2])=[CH:6][CH:7]=2)[N:20]=1. The yield is 0.800. (7) The reactants are [CH3:1][C:2]1[CH:3]=[CH:4][C:5]2[O:9][N:8]=[C:7]([NH2:10])[C:6]=2[CH:11]=1.C1[C:17](=[O:18])N([Br:19])C(=[O:15])C1.[CH3:20][C:21]([N:25]=[N:25][C:21]([C:23]#N)([CH3:22])[CH3:20])([C:23]#N)[CH3:22]. The catalyst is C(Cl)(Cl)(Cl)Cl. The product is [C:21]([NH:25][C:5](=[O:9])[OH:15])([CH3:20])([CH3:22])[CH3:23].[C:21]([NH:25][C:17](=[O:18])[OH:9])([CH3:20])([CH3:22])[CH3:23].[Br:19][CH2:1][C:2]1[CH:3]=[CH:4][C:5]2[O:9][N:8]=[C:7]([NH2:10])[C:6]=2[CH:11]=1. The yield is 0.758.